The task is: Predict the product of the given reaction.. This data is from Forward reaction prediction with 1.9M reactions from USPTO patents (1976-2016). (1) Given the reactants C(OC(N[C@@H](CC1C=CC=CC=1)C(O)=O)=O)(C)(C)C.C(O[C:25]([NH:27][C@H:28]([C:32]1[CH:37]=[CH:36][C:35]([O:38][CH2:39][C@H]2COC(C)(C)O2)=[CH:34][CH:33]=1)[C:29]([OH:31])=O)=[O:26])(C)(C)C.FC(F)(F)C(O)=O.[NH2:54][C@@H:55]([CH2:66][C:67]1[CH:72]=[CH:71][CH:70]=[CH:69][CH:68]=1)[C:56]([NH:58][C:59]1[CH:64]=[CH:63][C:62]([I:65])=[CH:61][CH:60]=1)=[O:57].C(N(CC)CC)C.Cl.CN(C)CCCN=C=NCC.N1(OC(N(C)C)=[N+](C)C)C2C=CC=CC=2N=N1, predict the reaction product. The product is: [I:65][C:62]1[CH:63]=[CH:64][C:59]([NH:58][C:56](=[O:57])[C@@H:55]([N:54]2[C:29](=[O:31])[C@@H:28]([C:32]3[CH:33]=[CH:34][C:35]([O:38][CH3:39])=[CH:36][CH:37]=3)[NH:27][C:25]2=[O:26])[CH2:66][C:67]2[CH:68]=[CH:69][CH:70]=[CH:71][CH:72]=2)=[CH:60][CH:61]=1. (2) The product is: [Cl:1][C:2]1[CH:7]=[C:6]([Cl:8])[CH:5]=[CH:4][C:3]=1[C:9](=[O:18])[C:10]([C:11]1[CH:12]=[CH:13][C:14]([CH3:17])=[CH:15][CH:16]=1)=[CH:21][N:22]([CH3:24])[CH3:23]. Given the reactants [Cl:1][C:2]1[CH:7]=[C:6]([Cl:8])[CH:5]=[CH:4][C:3]=1[C:9](=[O:18])[CH2:10][C:11]1[CH:16]=[CH:15][C:14]([CH3:17])=[CH:13][CH:12]=1.CO[CH:21](OC)[N:22]([CH3:24])[CH3:23], predict the reaction product. (3) Given the reactants [Br:1][C:2]1[CH:7]=[CH:6][C:5]([NH:8][C:9]2[C:14]([CH2:15][CH3:16])=[C:13]([CH3:17])[N:12]=[C:11]([C:18]3[S:19][C:20]([Cl:23])=[CH:21][CH:22]=3)[N:10]=2)=[CH:4][C:3]=1[CH2:24][OH:25].[C:26](Cl)(=[O:28])[CH3:27].N1C=CC=CC=1, predict the reaction product. The product is: [C:26]([O:25][CH2:24][C:3]1[CH:4]=[C:5]([NH:8][C:9]2[C:14]([CH2:15][CH3:16])=[C:13]([CH3:17])[N:12]=[C:11]([C:18]3[S:19][C:20]([Cl:23])=[CH:21][CH:22]=3)[N:10]=2)[CH:6]=[CH:7][C:2]=1[Br:1])(=[O:28])[CH3:27]. (4) Given the reactants [CH3:1][O:2][C:3](=[O:12])[C:4]1[CH:9]=[CH:8][C:7]([F:10])=[C:6]([OH:11])[CH:5]=1.C(=O)([O-])[O-].[K+].[K+].[CH2:19](Br)[CH:20]=[CH2:21], predict the reaction product. The product is: [CH3:1][O:2][C:3](=[O:12])[C:4]1[CH:9]=[CH:8][C:7]([F:10])=[C:6]([O:11][CH2:21][CH:20]=[CH2:19])[CH:5]=1. (5) Given the reactants [CH3:1][C:2]([NH:4][CH2:5][CH2:6][C:7]1[CH:8]=[C:9]([NH:13][C:14](=[O:17])[O:15][CH3:16])[CH:10]=[CH:11][CH:12]=1)=O.C(Cl)(Cl)Cl.P(Cl)(Cl)(Cl)(Cl)Cl, predict the reaction product. The product is: [CH3:1][C:2]1[C:12]2[C:7](=[CH:8][C:9]([NH:13][C:14](=[O:17])[O:15][CH3:16])=[CH:10][CH:11]=2)[CH2:6][CH2:5][N:4]=1.